This data is from NCI-60 drug combinations with 297,098 pairs across 59 cell lines. The task is: Regression. Given two drug SMILES strings and cell line genomic features, predict the synergy score measuring deviation from expected non-interaction effect. (1) Drug 1: CCCCC(=O)OCC(=O)C1(CC(C2=C(C1)C(=C3C(=C2O)C(=O)C4=C(C3=O)C=CC=C4OC)O)OC5CC(C(C(O5)C)O)NC(=O)C(F)(F)F)O. Drug 2: C1C(C(OC1N2C=NC3=C2NC=NCC3O)CO)O. Cell line: OVCAR-8. Synergy scores: CSS=60.6, Synergy_ZIP=2.45, Synergy_Bliss=2.96, Synergy_Loewe=0.532, Synergy_HSA=2.37. (2) Drug 1: C1=CC=C(C(=C1)C(C2=CC=C(C=C2)Cl)C(Cl)Cl)Cl. Drug 2: C1C(C(OC1N2C=NC3=C2NC=NCC3O)CO)O. Cell line: IGROV1. Synergy scores: CSS=-1.69, Synergy_ZIP=0.295, Synergy_Bliss=-1.02, Synergy_Loewe=-1.47, Synergy_HSA=-1.76. (3) Drug 1: C1=CC(=CC=C1CC(C(=O)O)N)N(CCCl)CCCl.Cl. Drug 2: C1=CC=C(C=C1)NC(=O)CCCCCCC(=O)NO. Cell line: NCI-H522. Synergy scores: CSS=30.6, Synergy_ZIP=5.02, Synergy_Bliss=10.2, Synergy_Loewe=10.4, Synergy_HSA=11.5. (4) Drug 1: CC(CN1CC(=O)NC(=O)C1)N2CC(=O)NC(=O)C2. Drug 2: C(CC(=O)O)C(=O)CN.Cl. Cell line: UO-31. Synergy scores: CSS=19.6, Synergy_ZIP=-4.73, Synergy_Bliss=5.46, Synergy_Loewe=3.84, Synergy_HSA=6.08. (5) Drug 1: C1=NNC2=C1C(=O)NC=N2. Drug 2: CC(C)CN1C=NC2=C1C3=CC=CC=C3N=C2N. Cell line: SF-539. Synergy scores: CSS=5.61, Synergy_ZIP=-1.13, Synergy_Bliss=-3.69, Synergy_Loewe=-4.40, Synergy_HSA=-6.05.